From a dataset of Forward reaction prediction with 1.9M reactions from USPTO patents (1976-2016). Predict the product of the given reaction. (1) Given the reactants [Br:1][C:2]1([CH2:7][CH2:8][C:9](O)=[O:10])[CH2:4][C:3]1([Br:6])[Br:5].B.C(N(CC)CCN(CC)CC)C.C(O)(=O)C, predict the reaction product. The product is: [OH:10][CH2:9][CH2:8][CH2:7][C:2]1([Br:1])[CH2:4][C:3]1([Br:6])[Br:5]. (2) Given the reactants [CH3:1][O:2][C:3]1[N:8]=[C:7]([NH2:9])[CH:6]=[CH:5][C:4]=1[C:10]1[O:14][C:13]([CH3:15])=[N:12][CH:11]=1.Cl[C:17]1[CH:18]=[CH:19][C:20]2[CH2:21][N:22]([CH3:33])[CH2:23][CH:24]([CH2:28][C:29]([F:32])([F:31])[F:30])[O:25][C:26]=2[N:27]=1.CC1(C)C2C(=C(P(C3C=CC=CC=3)C3C=CC=CC=3)C=CC=2)OC2C(P(C3C=CC=CC=3)C3C=CC=CC=3)=CC=CC1=2.C(=O)([O-])[O-].[Cs+].[Cs+], predict the reaction product. The product is: [CH3:1][O:2][C:3]1[N:8]=[C:7]([NH:9][C:17]2[CH:18]=[CH:19][C:20]3[CH2:21][N:22]([CH3:33])[CH2:23][CH:24]([CH2:28][C:29]([F:30])([F:32])[F:31])[O:25][C:26]=3[N:27]=2)[CH:6]=[CH:5][C:4]=1[C:10]1[O:14][C:13]([CH3:15])=[N:12][CH:11]=1. (3) The product is: [CH3:15][O:9][C:8](=[O:10])[CH2:7][C:4]1[CH:3]=[C:2]([NH2:1])[NH:6][N:5]=1. Given the reactants [NH2:1][C:2]1[NH:6][N:5]=[C:4]([CH2:7][C:8]([OH:10])=[O:9])[CH:3]=1.S(Cl)(Cl)=O.[CH3:15]O, predict the reaction product. (4) Given the reactants Br[C:2]1[CH:10]=[CH:9][CH:8]=[C:7]2[C:3]=1[C:4]([CH:12]=[C:13]1[C:17](=[O:18])[C:16]3[C:19]([OH:24])=[CH:20][C:21]([OH:23])=[CH:22][C:15]=3[O:14]1)=[CH:5][N:6]2[CH3:11].[F:25][C:26]1[CH:31]=[CH:30][C:29](B(O)O)=[CH:28][CH:27]=1.C(=O)([O-])[O-].[Na+].[Na+].CN1CCCC1=O, predict the reaction product. The product is: [F:25][C:26]1[CH:31]=[CH:30][C:29]([C:2]2[CH:10]=[CH:9][CH:8]=[C:7]3[C:3]=2[C:4](/[CH:12]=[C:13]2\[O:14][C:15]4[CH:22]=[C:21]([OH:23])[CH:20]=[C:19]([OH:24])[C:16]=4[C:17]\2=[O:18])=[CH:5][N:6]3[CH3:11])=[CH:28][CH:27]=1. (5) The product is: [CH3:15][O:14][C:7]1[CH:8]=[C:9]([O:12][CH3:13])[CH:10]=[C:11]2[C:6]=1[C:5]([CH2:16][CH3:17])=[N:4][N:3]=[C:2]2[NH:18][CH:19]1[CH2:20][CH2:21][N:22]([CH2:25][C:26]2[CH:35]=[CH:34][C:33]3[C:28](=[CH:29][CH:30]=[CH:31][CH:32]=3)[CH:27]=2)[CH2:23][CH2:24]1. Given the reactants Cl[C:2]1[C:11]2[C:6](=[C:7]([O:14][CH3:15])[CH:8]=[C:9]([O:12][CH3:13])[CH:10]=2)[C:5]([CH2:16][CH3:17])=[N:4][N:3]=1.[NH2:18][CH:19]1[CH2:24][CH2:23][N:22]([CH2:25][C:26]2[CH:35]=[CH:34][C:33]3[C:28](=[CH:29][CH:30]=[CH:31][CH:32]=3)[CH:27]=2)[CH2:21][CH2:20]1, predict the reaction product. (6) Given the reactants [F:1][C:2]([F:12])([F:11])[O:3][C:4]1[CH:10]=[CH:9][C:7]([NH2:8])=[CH:6][CH:5]=1.[CH2:13]([S:15][C:16]1[CH:24]=[C:23]([C:25]([F:28])([F:27])[F:26])[CH:22]=[CH:21][C:17]=1[C:18](O)=[O:19])[CH3:14].CCN=C=NCCCN(C)C.Cl.C(=O)(O)[O-].[Na+], predict the reaction product. The product is: [CH2:13]([S:15][C:16]1[CH:24]=[C:23]([C:25]([F:27])([F:26])[F:28])[CH:22]=[CH:21][C:17]=1[C:18]([NH:8][C:7]1[CH:9]=[CH:10][C:4]([O:3][C:2]([F:11])([F:12])[F:1])=[CH:5][CH:6]=1)=[O:19])[CH3:14]. (7) The product is: [N:16]1([C:12]2[N:11]=[C:10]([C:7]3[CH:6]=[CH:5][C:4]([NH2:1])=[CH:9][CH:8]=3)[CH:15]=[CH:14][CH:13]=2)[CH2:20][CH2:19][CH2:18][CH2:17]1. Given the reactants [N+:1]([C:4]1[CH:9]=[CH:8][C:7]([C:10]2[CH:15]=[CH:14][CH:13]=[C:12]([N:16]3[CH2:20][CH2:19][CH2:18][CH2:17]3)[N:11]=2)=[CH:6][CH:5]=1)([O-])=O.C(O)(=O)C, predict the reaction product.